Dataset: Forward reaction prediction with 1.9M reactions from USPTO patents (1976-2016). Task: Predict the product of the given reaction. (1) Given the reactants [Br:1][C:2]1[N:7]=[C:6]([C:8](OCC)=[O:9])[C:5]([NH:13][CH2:14][CH2:15][O:16][CH3:17])=[CH:4][CH:3]=1.[NH3:18], predict the reaction product. The product is: [Br:1][C:2]1[N:7]=[C:6]([C:8]([NH2:18])=[O:9])[C:5]([NH:13][CH2:14][CH2:15][O:16][CH3:17])=[CH:4][CH:3]=1. (2) Given the reactants Cl.[NH2:2][C@H:3]1[CH2:8][CH2:7][C@H:6]([NH:9][C:10]([C:12]2[C:16]3[N:17]=[CH:18][N:19]=[C:20]([C:21]4[CH:26]=[C:25]([CH:27]([F:29])[F:28])[CH:24]=[CH:23][C:22]=4[O:30][CH2:31][CH:32]4[CH2:34][CH2:33]4)[C:15]=3[NH:14][C:13]=2[CH3:35])=[O:11])[CH2:5][C@@H:4]1[F:36].[C:37](Cl)(=[O:40])[CH2:38][CH3:39], predict the reaction product. The product is: [CH:32]1([CH2:31][O:30][C:22]2[CH:23]=[CH:24][C:25]([CH:27]([F:29])[F:28])=[CH:26][C:21]=2[C:20]2[C:15]3[NH:14][C:13]([CH3:35])=[C:12]([C:10]([NH:9][C@H:6]4[CH2:7][CH2:8][C@H:3]([NH:2][C:37](=[O:40])[CH2:38][CH3:39])[C@@H:4]([F:36])[CH2:5]4)=[O:11])[C:16]=3[N:17]=[CH:18][N:19]=2)[CH2:33][CH2:34]1. (3) Given the reactants [CH2:1]([O:3][C:4]([C:6]1[C:15]2[C:10](=[CH:11][CH:12]=[CH:13][C:14]=2[CH:16]=[CH2:17])[CH:9]=[CH:8][CH:7]=1)=[O:5])[CH3:2].C(O)(=O)C, predict the reaction product. The product is: [CH2:1]([O:3][C:4]([C:6]1[C:15]2[C:10](=[CH:11][CH:12]=[CH:13][C:14]=2[CH2:16][CH3:17])[CH:9]=[CH:8][CH:7]=1)=[O:5])[CH3:2]. (4) Given the reactants [CH2:1]([C:3]1[N:13]([C:14]2[CH:19]=[CH:18][C:17]([CH2:20][CH2:21][NH2:22])=[CH:16][CH:15]=2)[C:6]2=[N:7][C:8]([CH3:12])=[CH:9][C:10]([CH3:11])=[C:5]2[N:4]=1)[CH3:2].[C:23]1([CH3:35])[CH:28]=[CH:27][C:26]([S:29]([N:32]=[C:33]=[O:34])(=[O:31])=[O:30])=[CH:25][CH:24]=1, predict the reaction product. The product is: [CH2:1]([C:3]1[N:13]([C:14]2[CH:15]=[CH:16][C:17]([CH2:20][CH2:21][NH:22][C:33]([NH:32][S:29]([C:26]3[CH:27]=[CH:28][C:23]([CH3:35])=[CH:24][CH:25]=3)(=[O:31])=[O:30])=[O:34])=[CH:18][CH:19]=2)[C:6]2=[N:7][C:8]([CH3:12])=[CH:9][C:10]([CH3:11])=[C:5]2[N:4]=1)[CH3:2].